From a dataset of Reaction yield outcomes from USPTO patents with 853,638 reactions. Predict the reaction yield, written as a fraction of the theoretical maximum amount of product (1.0 means a 100% yield; for example, 0.34 means a 34% yield). (1) The reactants are O=C1C2C(=CC=CC=2)C(=O)[N:3]1[CH2:12][C@@H:13]([NH:25][C:26]([C:28]1[S:29][C:30]([CH2:39][CH3:40])=[C:31]([C:33]2[N:37]([CH3:38])[N:36]=[CH:35][CH:34]=2)[CH:32]=1)=[O:27])[CH2:14][C:15]1[CH:20]=[CH:19][CH:18]=[CH:17][C:16]=1[C:21]([F:24])([F:23])[F:22].NN. The catalyst is O1CCCC1.CO. The product is [NH2:3][CH2:12][C@@H:13]([NH:25][C:26]([C:28]1[S:29][C:30]([CH2:39][CH3:40])=[C:31]([C:33]2[N:37]([CH3:38])[N:36]=[CH:35][CH:34]=2)[CH:32]=1)=[O:27])[CH2:14][C:15]1[CH:20]=[CH:19][CH:18]=[CH:17][C:16]=1[C:21]([F:24])([F:23])[F:22]. The yield is 0.572. (2) The reactants are [CH:1]([C@@H:4]1[CH2:8][S:7][C:6](=[S:9])[N:5]1[C:10](=[O:12])[CH3:11])([CH3:3])[CH3:2].C(N(C(C)C)CC)(C)C.[CH:22](=[O:28])[CH2:23][CH2:24][CH2:25][CH:26]=[CH2:27]. The catalyst is ClCCl.[Ti](Cl)(Cl)(Cl)Cl. The product is [OH:28][C@H:22]([CH2:23][CH2:24][CH2:25][CH:26]=[CH2:27])[CH2:11][C:10]([N:5]1[C@H:4]([CH:1]([CH3:3])[CH3:2])[CH2:8][S:7][C:6]1=[S:9])=[O:12]. The yield is 0.740.